From a dataset of Reaction yield outcomes from USPTO patents with 853,638 reactions. Predict the reaction yield, written as a fraction of the theoretical maximum amount of product (1.0 means a 100% yield; for example, 0.34 means a 34% yield). (1) The reactants are [CH2:1]([I:3])[CH3:2].[Cl:4][C:5]1[CH:10]=[CH:9][C:8]([C:11]2([CH2:14][N:15]3[CH2:19][CH2:18][CH2:17][CH2:16]3)[CH2:13][CH2:12]2)=[CH:7][CH:6]=1. The catalyst is CO. The product is [I-:3].[Cl:4][C:5]1[CH:10]=[CH:9][C:8]([C:11]2([CH2:14][N+:15]3([CH2:1][CH3:2])[CH2:19][CH2:18][CH2:17][CH2:16]3)[CH2:12][CH2:13]2)=[CH:7][CH:6]=1. The yield is 0.930. (2) The reactants are [CH2:1]([O:3][C:4]([C:6]1([C:9]2[CH:14]=[CH:13][C:12]([C:15]3[CH:20]=[CH:19][C:18]([C:21]4[S:22][C:23]([Cl:29])=[CH:24][C:25]=4C(=O)N)=[CH:17][CH:16]=3)=[CH:11][CH:10]=2)[CH2:8][CH2:7]1)=[O:5])[CH3:2].[Cl:30][C:31]1[CH:36]=[CH:35][C:34]([C@H:37]([OH:39])[CH3:38])=[CH:33][CH:32]=1.[N:40]1[CH:45]=CC=CC=1.FC(F)(F)C(OI(C1C=CC=CC=1)OC(=O)C(F)(F)F)=[O:49]. The catalyst is C1(C)C=CC=CC=1. The product is [CH2:1]([O:3][C:4]([C:6]1([C:9]2[CH:10]=[CH:11][C:12]([C:15]3[CH:16]=[CH:17][C:18]([C:21]4[S:22][C:23]([Cl:29])=[CH:24][C:25]=4[NH:40][C:45]([O:39][C@@H:37]([C:34]4[CH:35]=[CH:36][C:31]([Cl:30])=[CH:32][CH:33]=4)[CH3:38])=[O:49])=[CH:19][CH:20]=3)=[CH:13][CH:14]=2)[CH2:8][CH2:7]1)=[O:5])[CH3:2]. The yield is 0.820. (3) The reactants are [C:1]([O:5][C@@H:6]([C:12]1[C:13]([CH3:27])=[N:14][C:15]2[N:16]([N:19]=[C:20]([C:22]([O:24][CH2:25][CH3:26])=[O:23])[CH:21]=2)[C:17]=1I)[C:7]([O:9][CH2:10][CH3:11])=[O:8])([CH3:4])([CH3:3])[CH3:2].CC[N:30]([CH:34]([CH3:36])C)[CH:31]([CH3:33])C.CN1C(=O)[CH2:41][CH2:40][CH2:39]1. No catalyst specified. The product is [C:1]([O:5][C@@H:6]([C:12]1[C:13]([CH3:27])=[N:14][C:15]2[N:16]([N:19]=[C:20]([C:22]([O:24][CH2:25][CH3:26])=[O:23])[CH:21]=2)[C:17]=1[N:30]1[CH2:31][CH2:33][C:40]([CH3:41])([CH3:39])[CH2:36][CH2:34]1)[C:7]([O:9][CH2:10][CH3:11])=[O:8])([CH3:4])([CH3:3])[CH3:2]. The yield is 0.760. (4) The reactants are O1CCCCC1[N:7]1[C:15]2[C:10](=[CH:11][C:12]([NH:16][C@H:17]3[CH2:22][CH2:21][CH2:20][N:19](C(OC(C)(C)C)=O)[CH2:18]3)=[CH:13][CH:14]=2)[CH:9]=[N:8]1.[ClH:30].O1CCOCC1. The catalyst is C(O)C. The product is [ClH:30].[ClH:30].[NH:19]1[CH2:20][CH2:21][CH2:22][C@H:17]([NH:16][C:12]2[CH:11]=[C:10]3[C:15](=[CH:14][CH:13]=2)[NH:7][N:8]=[CH:9]3)[CH2:18]1. The yield is 0.770.